Predict the reactants needed to synthesize the given product. From a dataset of Full USPTO retrosynthesis dataset with 1.9M reactions from patents (1976-2016). (1) Given the product [CH:21]1([N:25]2[CH2:26][CH2:27][C:28]3[CH:35]=[C:34]([O:36][C:37]4[N:42]=[CH:41][C:40]([NH:43][C:7]([CH:4]5[CH2:3][CH2:2][O:1][CH2:6][CH2:5]5)=[O:9])=[CH:39][CH:38]=4)[CH:33]=[CH:32][C:29]=3[CH2:30][CH2:31]2)[CH2:22][CH2:23][CH2:24]1, predict the reactants needed to synthesize it. The reactants are: [O:1]1[CH2:6][CH2:5][CH:4]([C:7]([OH:9])=O)[CH2:3][CH2:2]1.O.ON1C2C=CC=CC=2N=N1.[CH:21]1([N:25]2[CH2:31][CH2:30][C:29]3[CH:32]=[CH:33][C:34]([O:36][C:37]4[N:42]=[CH:41][C:40]([NH2:43])=[CH:39][CH:38]=4)=[CH:35][C:28]=3[CH2:27][CH2:26]2)[CH2:24][CH2:23][CH2:22]1. (2) Given the product [CH2:43]([O:42][C:38]([O:39][CH2:40][O:34][C:33](=[O:35])[C@H:32]([OH:36])[CH2:31][N:15]([CH2:14][C:11]1[CH:10]=[CH:9][C:8]([C:6]2[CH:7]=[C:2]([Cl:1])[CH:3]=[CH:4][C:5]=2[F:37])=[CH:13][CH:12]=1)[NH:16][C:17]([C:19]1[NH:23][C:22](=[O:24])[N:21]([C:25]2[CH:30]=[CH:29][CH:28]=[CH:27][CH:26]=2)[N:20]=1)=[O:18])=[O:45])[CH3:44], predict the reactants needed to synthesize it. The reactants are: [Cl:1][C:2]1[CH:3]=[CH:4][C:5]([F:37])=[C:6]([C:8]2[CH:13]=[CH:12][C:11]([CH2:14][N:15]([CH2:31][C@@H:32]([OH:36])[C:33]([OH:35])=[O:34])[NH:16][C:17]([C:19]3[NH:23][C:22](=[O:24])[N:21]([C:25]4[CH:30]=[CH:29][CH:28]=[CH:27][CH:26]=4)[N:20]=3)=[O:18])=[CH:10][CH:9]=2)[CH:7]=1.[C:38](=[O:45])([O:42][CH2:43][CH3:44])[O:39][CH2:40]Cl.[Na+].[I-].CC1C=CC=C(C)N=1. (3) The reactants are: [Br:1][C:2]1[C:11]2[S:12][C:13]([CH3:16])=[C:14]([CH3:15])[C:10]=2[C:9]([C:17]2[CH:22]=[C:21]([N+:23]([O-])=O)[CH:20]=[C:19]([Br:26])[C:18]=2OC)=[C:8]2[C:3]=1[CH:4]=[CH:5][CH:6]=[CH:7]2.[Sn](Cl)Cl.[C:32](OCC)(=[O:34])C. Given the product [Br:26][C:19]1[C:20]([O:34][CH3:32])=[C:21]([NH2:23])[CH:22]=[C:17]([C:9]2[C:10]3[C:14]([CH3:15])=[C:13]([CH3:16])[S:12][C:11]=3[C:2]([Br:1])=[C:3]3[C:8]=2[CH:7]=[CH:6][CH:5]=[CH:4]3)[CH:18]=1, predict the reactants needed to synthesize it. (4) Given the product [C:9]([N:19]1[CH2:18][CH2:17][N:16]([CH2:22][C:23]([O:25][CH2:26][CH3:27])=[O:24])[CH2:21][CH2:20]1)([O:11][C:12]([CH3:13])([CH3:14])[CH3:15])=[O:10], predict the reactants needed to synthesize it. The reactants are: [CH3:13][C:12]([O:11][C:9](O[C:9]([O:11][C:12]([CH3:15])([CH3:14])[CH3:13])=[O:10])=[O:10])([CH3:15])[CH3:14].[N:16]1([CH2:22][C:23]([O:25][CH2:26][CH3:27])=[O:24])[CH2:21][CH2:20][NH:19][CH2:18][CH2:17]1. (5) Given the product [F:17][C:2]1([F:1])[CH2:7][CH2:6][N:5]([C:8]2[CH:13]=[CH:12][CH:11]=[CH:10][C:9]=2[NH2:14])[CH2:4][CH2:3]1, predict the reactants needed to synthesize it. The reactants are: [F:1][C:2]1([F:17])[CH2:7][CH2:6][N:5]([C:8]2[CH:13]=[CH:12][CH:11]=[CH:10][C:9]=2[N+:14]([O-])=O)[CH2:4][CH2:3]1. (6) Given the product [C:24]([O:23][C:22]([NH:21][CH2:20][CH2:19][CH2:18][O:17][CH2:16][CH2:15][CH2:14][CH2:13][CH2:12][O:29][C:30]1[CH:31]=[CH:32][C:33]([C:34]([O:36][CH3:37])=[O:35])=[CH:38][CH:39]=1)=[O:28])([CH3:27])([CH3:26])[CH3:25], predict the reactants needed to synthesize it. The reactants are: CC1C=CC(S(O[CH2:12][CH2:13][CH2:14][CH2:15][CH2:16][O:17][CH2:18][CH2:19][CH2:20][NH:21][C:22](=[O:28])[O:23][C:24]([CH3:27])([CH3:26])[CH3:25])(=O)=O)=CC=1.[OH:29][C:30]1[CH:39]=[CH:38][C:33]([C:34]([O:36][CH3:37])=[O:35])=[CH:32][CH:31]=1.C(=O)([O-])[O-].[K+].[K+].